Dataset: Catalyst prediction with 721,799 reactions and 888 catalyst types from USPTO. Task: Predict which catalyst facilitates the given reaction. The catalyst class is: 40. Reactant: C(O[CH:4]([O:13]CC)[C:5]([C:7]1[CH:12]=[CH:11][CH:10]=[CH:9][CH:8]=1)=O)C.Cl.[NH2:17][NH:18][C:19]([NH2:21])=[O:20]. Product: [NH2:21][C:19]([NH:18][N:17]=[C:5]([C:7]1[CH:8]=[CH:9][CH:10]=[CH:11][CH:12]=1)[CH:4]=[O:13])=[O:20].